From a dataset of Full USPTO retrosynthesis dataset with 1.9M reactions from patents (1976-2016). Predict the reactants needed to synthesize the given product. (1) The reactants are: [C:1]([O:5][C:6]([N:8]1[CH2:13][CH2:12][CH:11]([N:14]([C:22]2[O:23][C:24]3[C:30](Br)=[CH:29][CH:28]=[CH:27][C:25]=3[N:26]=2)[C:15]([O:17][C:18]([CH3:21])([CH3:20])[CH3:19])=[O:16])[CH2:10][CH2:9]1)=[O:7])([CH3:4])([CH3:3])[CH3:2].[C:32]1(B(O)O)[CH:37]=[CH:36][CH:35]=[CH:34][CH:33]=1.[F-].[K+].C(P(C(C)(C)C)C1C=CC=CC=1C1C=CC=CC=1)(C)(C)C. Given the product [C:1]([O:5][C:6]([N:8]1[CH2:13][CH2:12][CH:11]([N:14]([C:15]([O:17][C:18]([CH3:21])([CH3:20])[CH3:19])=[O:16])[C:22]2[O:23][C:24]3[C:30]([C:32]4[CH:37]=[CH:36][CH:35]=[CH:34][CH:33]=4)=[CH:29][CH:28]=[CH:27][C:25]=3[N:26]=2)[CH2:10][CH2:9]1)=[O:7])([CH3:4])([CH3:3])[CH3:2], predict the reactants needed to synthesize it. (2) The reactants are: [NH2:1][C:2]1[N:7]=[C:6]([C:8]2[N:12]3[CH:13]=[CH:14][CH:15]=[CH:16][C:11]3=[N:10][CH:9]=2)[CH:5]=[CH:4][N:3]=1.Br[C:18]1[CH:32]=[CH:31][C:21]([C:22]([C:24]2[CH:29]=[CH:28][CH:27]=[C:26]([Cl:30])[CH:25]=2)=[O:23])=[CH:20][CH:19]=1. Given the product [Cl:30][C:26]1[CH:25]=[C:24]([CH:29]=[CH:28][CH:27]=1)[C:22]([C:21]1[CH:31]=[CH:32][C:18]([NH:1][C:2]2[N:7]=[C:6]([C:8]3[N:12]4[CH:13]=[CH:14][CH:15]=[CH:16][C:11]4=[N:10][CH:9]=3)[CH:5]=[CH:4][N:3]=2)=[CH:19][CH:20]=1)=[O:23], predict the reactants needed to synthesize it. (3) Given the product [CH3:61][O:62][C:63](=[O:64])[NH:65][C@H:66]([C:70]1[CH:75]=[CH:74][CH:73]=[CH:72][CH:71]=1)[C:51]([N:44]1[CH2:45][C@@H:46]([CH2:48][O:49][CH3:50])[CH2:47][C@H:43]1[C:41]1[NH:40][C:39]2[C:58]3[C:35]([CH:36]=[CH:37][C:38]=2[N:42]=1)=[CH:34][C:33]1[C:27]2[C:28]([CH2:30][O:31][C:32]=1[CH:59]=3)=[CH:29][C:24]([C:21]1[NH:20][C:19]([C@@H:14]3[CH2:15][CH2:16][C@H:17]([CH3:18])[N:13]3[C:11](=[O:12])[C@@H:6]([NH:5][C:3]([O:2][CH3:1])=[O:4])[C@@H:7]([CH3:8])[CH2:9][CH3:10])=[N:23][CH:22]=1)=[CH:25][CH:26]=2)=[O:52], predict the reactants needed to synthesize it. The reactants are: [CH3:1][O:2][C:3]([NH:5][C@H:6]([C:11]([N:13]1[C@@H:17]([CH3:18])[CH2:16][CH2:15][C@H:14]1[C:19]1[NH:20][C:21]([C:24]2[CH:29]=[C:28]3[CH2:30][O:31][C:32]4[CH:59]=[C:58]5[C:35]([CH:36]=[CH:37][C:38]6[N:42]=[C:41]([C@@H:43]7[CH2:47][C@H:46]([CH2:48][O:49][CH3:50])[CH2:45][N:44]7[C:51](OC(C)(C)C)=[O:52])[NH:40][C:39]=65)=[CH:34][C:33]=4[C:27]3=[CH:26][CH:25]=2)=[CH:22][N:23]=1)=[O:12])[C@H:7]([CH2:9][CH3:10])[CH3:8])=[O:4].Cl.[CH3:61][O:62][C:63]([NH:65][C@H:66]([C:70]1[CH:75]=[CH:74][CH:73]=[CH:72][CH:71]=1)C(O)=O)=[O:64].CCN(C(C)C)C(C)C.CCOC(C(C#N)=NOC(N1CCOCC1)=[N+](C)C)=O.F[P-](F)(F)(F)(F)F. (4) Given the product [CH3:24][O:23][C:21]([C:11]1[C:10]([OH:9])=[C:15]2[C:14]([CH2:20][C:6]([CH3:7])([CH3:8])[O:18][C:16]2=[O:17])=[CH:13][CH:12]=1)=[O:22], predict the reactants needed to synthesize it. The reactants are: [Li+].CC([N-][CH:6]([CH3:8])[CH3:7])C.[OH:9][C:10]1[C:15]([C:16]([O:18]C)=[O:17])=[C:14]([CH3:20])[CH:13]=[CH:12][C:11]=1[C:21]([O:23][CH3:24])=[O:22].CC(C)=O. (5) Given the product [Cl:28][C:2]1[N:7]=[C:6]([C:8]2[CH:9]=[C:10]([P:14]([C:21]3[CH:26]=[CH:25][CH:24]=[CH:23][CH:22]=3)[C:15]3[CH:20]=[CH:19][CH:18]=[CH:17][CH:16]=3)[CH:11]=[CH:12][CH:13]=2)[CH:5]=[CH:4][N:3]=1, predict the reactants needed to synthesize it. The reactants are: O[C:2]1[N:7]=[C:6]([C:8]2[CH:9]=[C:10]([P:14]([C:21]3[CH:26]=[CH:25][CH:24]=[CH:23][CH:22]=3)[C:15]3[CH:20]=[CH:19][CH:18]=[CH:17][CH:16]=3)[CH:11]=[CH:12][CH:13]=2)[CH:5]=[CH:4][N:3]=1.P(Cl)(Cl)[Cl:28]. (6) Given the product [O:24]1[CH2:25][CH:19]([C:18]2[C:12]3[S:11][C:10]([NH:9][C:7](=[O:8])[C:6]4[CH:28]=[CH:29][C:3]([CH2:2][N:34]([CH2:33][CH2:32][O:31][CH3:30])[CH3:35])=[CH:4][CH:5]=4)=[N:14][C:13]=3[C:15]([O:26][CH3:27])=[CH:16][CH:17]=2)[CH2:20][O:21][CH2:22][CH2:23]1, predict the reactants needed to synthesize it. The reactants are: Cl[CH2:2][C:3]1[CH:29]=[CH:28][C:6]([C:7]([NH:9][C:10]2[S:11][C:12]3[C:18]([CH:19]4[CH2:25][O:24][CH2:23][CH2:22][O:21][CH2:20]4)=[CH:17][CH:16]=[C:15]([O:26][CH3:27])[C:13]=3[N:14]=2)=[O:8])=[CH:5][CH:4]=1.[CH3:30][O:31][CH2:32][CH2:33][NH:34][CH3:35].COC1C2N=C(NC(=O)C3C=CC(CN4CCCC4)=CC=3)SC=2C(C2C=CC=CC=2)=CC=1. (7) The reactants are: [F:1][C:2]([F:19])([F:18])[C:3]1[CH:4]=[C:5]([PH:13](=[O:17])[O:14][CH2:15][CH3:16])[CH:6]=[C:7]([C:9]([F:12])([F:11])[F:10])[CH:8]=1.Br[C:21]1[CH:26]=[CH:25][C:24]([O:27][CH:28]([CH3:30])[CH3:29])=[C:23]([CH:31]=[CH2:32])[CH:22]=1.C(N(CC)CC)C. Given the product [F:10][C:9]([F:12])([F:11])[C:7]1[CH:6]=[C:5]([P:13]([C:21]2[CH:26]=[CH:25][C:24]([O:27][CH:28]([CH3:29])[CH3:30])=[C:23]([CH:31]=[CH2:32])[CH:22]=2)(=[O:17])[O:14][CH2:15][CH3:16])[CH:4]=[C:3]([C:2]([F:1])([F:18])[F:19])[CH:8]=1, predict the reactants needed to synthesize it. (8) Given the product [Cl:1][C:2]1[CH:3]=[C:4]([C:9]([C:10]([F:13])([F:12])[F:11])=[CH:16][C:15]([C:18]2[CH:19]=[CH:20][C:21]([F:26])=[C:22]([CH:25]=2)[C:23]#[N:24])=[O:17])[CH:5]=[C:6]([Cl:8])[CH:7]=1, predict the reactants needed to synthesize it. The reactants are: [Cl:1][C:2]1[CH:3]=[C:4]([C:9](=O)[C:10]([F:13])([F:12])[F:11])[CH:5]=[C:6]([Cl:8])[CH:7]=1.[C:15]([C:18]1[CH:19]=[CH:20][C:21]([F:26])=[C:22]([CH:25]=1)[C:23]#[N:24])(=[O:17])[CH3:16].C(=O)([O-])[O-].[K+].[K+]. (9) Given the product [Cl:12][C:13]1[C:18]([C:19]2([F:23])[CH2:22][CH2:21][CH2:20]2)=[CH:17][CH:16]=[C:15]([CH3:24])[N+:14]=1[O-:6], predict the reactants needed to synthesize it. The reactants are: ClC1C=C(C=CC=1)C(OO)=[O:6].[Cl:12][C:13]1[C:18]([C:19]2([F:23])[CH2:22][CH2:21][CH2:20]2)=[CH:17][CH:16]=[C:15]([CH3:24])[N:14]=1.[O-]S([O-])(=S)=O.[Na+].[Na+]. (10) Given the product [O:46]=[C:45]1[C:44]2[C:39](=[CH:40][CH:41]=[CH:42][CH:43]=2)[C:38](=[O:47])[N:37]1[C@H:30]([C:31]1[CH:32]=[CH:33][CH:34]=[CH:35][CH:36]=1)[CH2:29][CH2:28][N:23]1[CH2:24][CH2:25][CH:20]([C:16]2[CH:15]=[C:14]([NH:13][C:11](=[O:12])[CH:10]([CH3:26])[CH3:9])[CH:19]=[CH:18][CH:17]=2)[CH2:21][CH2:22]1, predict the reactants needed to synthesize it. The reactants are: C(=O)([O-])[O-].[K+].[K+].[I-].[Na+].[CH3:9][CH:10]([CH3:26])[C:11]([NH:13][C:14]1[CH:19]=[CH:18][CH:17]=[C:16]([CH:20]2[CH2:25][CH2:24][NH:23][CH2:22][CH2:21]2)[CH:15]=1)=[O:12].Cl[CH2:28][CH2:29][C@H:30]([N:37]1[C:45](=[O:46])[C:44]2[C:39](=[CH:40][CH:41]=[CH:42][CH:43]=2)[C:38]1=[O:47])[C:31]1[CH:36]=[CH:35][CH:34]=[CH:33][CH:32]=1.